From a dataset of Full USPTO retrosynthesis dataset with 1.9M reactions from patents (1976-2016). Predict the reactants needed to synthesize the given product. (1) Given the product [CH3:24][C:21]1[O:20][C:19]([C:16]2[CH:15]=[CH:14][C:13]([O:12][C:10]3[CH:9]=[C:4]([CH:3]=[C:2]([O:1][C@@H:26]4[CH2:30][CH2:29][NH:28][C:27]4=[O:31])[CH:11]=3)[C:5]([O:7][CH3:8])=[O:6])=[CH:18][CH:17]=2)=[N:23][N:22]=1, predict the reactants needed to synthesize it. The reactants are: [OH:1][C:2]1[CH:3]=[C:4]([CH:9]=[C:10]([O:12][C:13]2[CH:18]=[CH:17][C:16]([C:19]3[O:20][C:21]([CH3:24])=[N:22][N:23]=3)=[CH:15][CH:14]=2)[CH:11]=1)[C:5]([O:7][CH3:8])=[O:6].O[C@H:26]1[CH2:30][CH2:29][NH:28][C:27]1=[O:31].C1(P(C2C=CC=CC=2)C2C=CC=CC=2)C=CC=CC=1.N(C(OC(C)C)=O)=NC(OC(C)C)=O. (2) The reactants are: [ClH:1].Cl.C([S:6][CH:7]1[CH2:12][CH2:11][N:10]([CH:13]([C:19]2[CH:24]=[CH:23][CH:22]=[CH:21][C:20]=2[F:25])[C:14]([CH:16]2[CH2:18][CH2:17]2)=[O:15])[CH2:9]/[C:8]/1=[CH:26]\[C:27]1[N:28]([CH2:32][C:33]([O:35][CH2:36][CH3:37])=[O:34])[CH:29]=[CH:30][N:31]=1)(=O)C. Given the product [ClH:1].[CH:16]1([C:14](=[O:15])[CH:13]([N:10]2[CH2:11][CH2:12][CH:7]([SH:6])/[C:8](=[CH:26]/[C:27]3[N:28]([CH2:32][C:33]([O:35][CH2:36][CH3:37])=[O:34])[CH:29]=[CH:30][N:31]=3)/[CH2:9]2)[C:19]2[CH:24]=[CH:23][CH:22]=[CH:21][C:20]=2[F:25])[CH2:18][CH2:17]1, predict the reactants needed to synthesize it.